Dataset: Forward reaction prediction with 1.9M reactions from USPTO patents (1976-2016). Task: Predict the product of the given reaction. (1) Given the reactants [BH4-].[Li+].[Cl:3][C:4]1[N:9]=[C:8]([C:10](OC)=[O:11])[CH:7]=[C:6]([N:14]2[CH2:19][CH2:18][O:17][CH2:16][C@H:15]2[CH3:20])[N:5]=1.O, predict the reaction product. The product is: [Cl:3][C:4]1[N:9]=[C:8]([CH2:10][OH:11])[CH:7]=[C:6]([N:14]2[CH2:19][CH2:18][O:17][CH2:16][C@H:15]2[CH3:20])[N:5]=1. (2) Given the reactants [NH2:1][C:2]1[CH:3]=[CH:4][C:5]([F:21])=[C:6]([C@:8]2([CH3:20])[C@@H:13]([F:14])[C@@H:12]([C:15]([F:18])([F:17])[F:16])[O:11][C:10]([NH2:19])=[N:9]2)[CH:7]=1.[CH3:22][O:23][C:24]1[N:25]=[CH:26][C:27]([C:30](O)=[O:31])=[N:28][CH:29]=1.C[N+]1(C2N=C(OC)N=C(OC)N=2)CCOCC1.[Cl-], predict the reaction product. The product is: [NH2:19][C:10]1[O:11][C@H:12]([C:15]([F:18])([F:17])[F:16])[C@H:13]([F:14])[C@:8]([C:6]2[CH:7]=[C:2]([NH:1][C:30]([C:27]3[CH:26]=[N:25][C:24]([O:23][CH3:22])=[CH:29][N:28]=3)=[O:31])[CH:3]=[CH:4][C:5]=2[F:21])([CH3:20])[N:9]=1. (3) The product is: [Br:1][C:2]1[CH:3]=[C:4]2[CH:11]=[CH:10][N:9]([CH3:12])[C:5]2=[C:6]([O:14][CH3:13])[N:7]=1. Given the reactants [Br:1][C:2]1[CH:3]=[C:4]2[CH:11]=[CH:10][N:9]([CH3:12])[C:5]2=[C:6](Cl)[N:7]=1.[CH3:13][O-:14].[Na+].CO, predict the reaction product. (4) The product is: [O:31]=[CH:11][CH2:10][C@H:9]([NH:13][C:14]([C:16]1[CH:17]=[N:18][N:19]([C:22]2[CH:27]=[CH:26][C:25]([Cl:28])=[CH:24][CH:23]=2)[C:20]=1[CH3:21])=[O:15])[C:5]1[CH:6]=[CH:7][CH:8]=[C:3]([C:2]([F:30])([F:29])[F:1])[CH:4]=1. Given the reactants [F:1][C:2]([F:30])([F:29])[C:3]1[CH:4]=[C:5]([C@@H:9]([NH:13][C:14]([C:16]2[CH:17]=[N:18][N:19]([C:22]3[CH:27]=[CH:26][C:25]([Cl:28])=[CH:24][CH:23]=3)[C:20]=2[CH3:21])=[O:15])[CH2:10][CH:11]=C)[CH:6]=[CH:7][CH:8]=1.[O:31]=[O+][O-], predict the reaction product. (5) Given the reactants [H-].[Na+].[N+:3]([C:6]1[CH:7]=[N:8][NH:9][CH:10]=1)([O-:5])=[O:4].[CH:11]1([S:14](Cl)(=[O:16])=[O:15])[CH2:13][CH2:12]1, predict the reaction product. The product is: [CH:11]1([S:14]([N:8]2[CH:7]=[C:6]([N+:3]([O-:5])=[O:4])[CH:10]=[N:9]2)(=[O:16])=[O:15])[CH2:13][CH2:12]1. (6) Given the reactants [F:1][C:2]1[CH:27]=[CH:26][CH:25]=[C:24]([F:28])[C:3]=1[C:4]([NH:6][C:7]1[C:8]([C:12]2[NH:16][C:15]3[CH:17]=[CH:18][C:19]([C:21]([OH:23])=O)=[CH:20][C:14]=3[N:13]=2)=[N:9][NH:10][CH:11]=1)=[O:5].[CH3:29][N:30]1[CH2:35][CH2:34][NH:33][CH2:32][CH2:31]1.C(Cl)CCl.C1C=CC2N(O)N=NC=2C=1, predict the reaction product. The product is: [F:1][C:2]1[CH:27]=[CH:26][CH:25]=[C:24]([F:28])[C:3]=1[C:4]([NH:6][C:7]1[C:8]([C:12]2[NH:16][C:15]3[CH:17]=[CH:18][C:19]([C:21]([N:33]4[CH2:34][CH2:35][N:30]([CH3:29])[CH2:31][CH2:32]4)=[O:23])=[CH:20][C:14]=3[N:13]=2)=[N:9][NH:10][CH:11]=1)=[O:5]. (7) Given the reactants [Br:1][C:2]1[C:3]([OH:13])=[CH:4][C:5]([Cl:12])=[C:6]([CH:11]=1)[C:7]([O:9][CH3:10])=[O:8].O.[OH-].[Li+].S(OC)(O[CH3:21])(=O)=O, predict the reaction product. The product is: [Br:1][C:2]1[C:3]([O:13][CH3:21])=[CH:4][C:5]([Cl:12])=[C:6]([CH:11]=1)[C:7]([O:9][CH3:10])=[O:8].